From a dataset of NCI-60 drug combinations with 297,098 pairs across 59 cell lines. Regression. Given two drug SMILES strings and cell line genomic features, predict the synergy score measuring deviation from expected non-interaction effect. (1) Drug 1: C1CC(=O)NC(=O)C1N2CC3=C(C2=O)C=CC=C3N. Drug 2: CC(C)NC(=O)C1=CC=C(C=C1)CNNC.Cl. Cell line: IGROV1. Synergy scores: CSS=11.1, Synergy_ZIP=1.34, Synergy_Bliss=5.65, Synergy_Loewe=2.70, Synergy_HSA=3.05. (2) Drug 1: C1=CN(C(=O)N=C1N)C2C(C(C(O2)CO)O)O.Cl. Drug 2: C1CCC(C(C1)N)N.C(=O)(C(=O)[O-])[O-].[Pt+4]. Cell line: NCI-H522. Synergy scores: CSS=45.6, Synergy_ZIP=-1.89, Synergy_Bliss=-3.13, Synergy_Loewe=0.414, Synergy_HSA=2.69. (3) Drug 1: CC1C(C(=O)NC(C(=O)N2CCCC2C(=O)N(CC(=O)N(C(C(=O)O1)C(C)C)C)C)C(C)C)NC(=O)C3=C4C(=C(C=C3)C)OC5=C(C(=O)C(=C(C5=N4)C(=O)NC6C(OC(=O)C(N(C(=O)CN(C(=O)C7CCCN7C(=O)C(NC6=O)C(C)C)C)C)C(C)C)C)N)C. Drug 2: C1C(C(OC1N2C=NC3=C(N=C(N=C32)Cl)N)CO)O. Cell line: T-47D. Synergy scores: CSS=32.9, Synergy_ZIP=-1.89, Synergy_Bliss=7.01, Synergy_Loewe=9.86, Synergy_HSA=10.5. (4) Drug 1: C1C(C(OC1N2C=NC3=C(N=C(N=C32)Cl)N)CO)O. Drug 2: CC1=C2C(C(=O)C3(C(CC4C(C3C(C(C2(C)C)(CC1OC(=O)C(C(C5=CC=CC=C5)NC(=O)C6=CC=CC=C6)O)O)OC(=O)C7=CC=CC=C7)(CO4)OC(=O)C)O)C)OC(=O)C. Cell line: SF-295. Synergy scores: CSS=6.92, Synergy_ZIP=1.10, Synergy_Bliss=4.59, Synergy_Loewe=2.16, Synergy_HSA=2.27. (5) Drug 1: CC1C(C(CC(O1)OC2CC(CC3=C2C(=C4C(=C3O)C(=O)C5=C(C4=O)C(=CC=C5)OC)O)(C(=O)CO)O)N)O.Cl. Drug 2: C1CCC(C(C1)N)N.C(=O)(C(=O)[O-])[O-].[Pt+4]. Cell line: SF-539. Synergy scores: CSS=16.7, Synergy_ZIP=-10.1, Synergy_Bliss=-11.5, Synergy_Loewe=-9.27, Synergy_HSA=-6.48. (6) Drug 1: CC1=C(C=C(C=C1)NC2=NC=CC(=N2)N(C)C3=CC4=NN(C(=C4C=C3)C)C)S(=O)(=O)N.Cl. Drug 2: CC1=C2C(C(=O)C3(C(CC4C(C3C(C(C2(C)C)(CC1OC(=O)C(C(C5=CC=CC=C5)NC(=O)OC(C)(C)C)O)O)OC(=O)C6=CC=CC=C6)(CO4)OC(=O)C)OC)C)OC. Cell line: HS 578T. Synergy scores: CSS=55.6, Synergy_ZIP=10.9, Synergy_Bliss=10.7, Synergy_Loewe=-23.7, Synergy_HSA=9.66. (7) Drug 1: CC1=C(N=C(N=C1N)C(CC(=O)N)NCC(C(=O)N)N)C(=O)NC(C(C2=CN=CN2)OC3C(C(C(C(O3)CO)O)O)OC4C(C(C(C(O4)CO)O)OC(=O)N)O)C(=O)NC(C)C(C(C)C(=O)NC(C(C)O)C(=O)NCCC5=NC(=CS5)C6=NC(=CS6)C(=O)NCCC[S+](C)C)O. Drug 2: CS(=O)(=O)OCCCCOS(=O)(=O)C. Cell line: SR. Synergy scores: CSS=88.2, Synergy_ZIP=0.233, Synergy_Bliss=-0.722, Synergy_Loewe=-0.342, Synergy_HSA=0.214. (8) Synergy scores: CSS=30.2, Synergy_ZIP=-2.70, Synergy_Bliss=-0.669, Synergy_Loewe=-25.3, Synergy_HSA=-1.68. Drug 1: CCC1=CC2CC(C3=C(CN(C2)C1)C4=CC=CC=C4N3)(C5=C(C=C6C(=C5)C78CCN9C7C(C=CC9)(C(C(C8N6C)(C(=O)OC)O)OC(=O)C)CC)OC)C(=O)OC.C(C(C(=O)O)O)(C(=O)O)O. Drug 2: C(CCl)NC(=O)N(CCCl)N=O. Cell line: SNB-75. (9) Drug 1: CC1C(C(CC(O1)OC2CC(CC3=C2C(=C4C(=C3O)C(=O)C5=C(C4=O)C(=CC=C5)OC)O)(C(=O)C)O)N)O.Cl. Drug 2: CC1=C(C(=O)C2=C(C1=O)N3CC4C(C3(C2COC(=O)N)OC)N4)N. Cell line: SK-OV-3. Synergy scores: CSS=26.8, Synergy_ZIP=-3.44, Synergy_Bliss=3.50, Synergy_Loewe=0.150, Synergy_HSA=4.68. (10) Drug 1: CCCS(=O)(=O)NC1=C(C(=C(C=C1)F)C(=O)C2=CNC3=C2C=C(C=N3)C4=CC=C(C=C4)Cl)F. Drug 2: B(C(CC(C)C)NC(=O)C(CC1=CC=CC=C1)NC(=O)C2=NC=CN=C2)(O)O. Cell line: OVCAR3. Synergy scores: CSS=-2.99, Synergy_ZIP=0.00878, Synergy_Bliss=0.903, Synergy_Loewe=-5.45, Synergy_HSA=-1.05.